Dataset: Forward reaction prediction with 1.9M reactions from USPTO patents (1976-2016). Task: Predict the product of the given reaction. (1) The product is: [Cl:30][C:25]1[CH:26]=[C:27]([O:4][CH:3]([C:5]2[CH:10]=[CH:9][CH:8]=[CH:7][C:6]=2[C:11]2[CH:16]=[CH:15][CH:14]=[C:13]([CH3:17])[CH:12]=2)[C:2]([F:18])([F:19])[F:1])[N:28]=[C:23]([NH2:22])[N:24]=1. Given the reactants [F:1][C:2]([F:19])([F:18])[CH:3]([C:5]1[CH:10]=[CH:9][CH:8]=[CH:7][C:6]=1[C:11]1[CH:16]=[CH:15][CH:14]=[C:13]([CH3:17])[CH:12]=1)[OH:4].[H-].[Na+].[NH2:22][C:23]1[N:28]=[C:27](Cl)[CH:26]=[C:25]([Cl:30])[N:24]=1, predict the reaction product. (2) Given the reactants [F:1][CH:2]([F:35])[C:3]1[CH:8]=[CH:7][CH:6]=[CH:5][C:4]=1[C:9]1[S:13][C:12]2[CH:14]=[C:15]([OH:18])[CH:16]=[CH:17][C:11]=2[C:10]=1[O:19][C:20]1[CH:25]=[CH:24][C:23](/[CH:26]=[CH:27]/[C:28]([O:30]C(C)(C)C)=[O:29])=[CH:22][CH:21]=1.Cl, predict the reaction product. The product is: [F:35][CH:2]([F:1])[C:3]1[CH:8]=[CH:7][CH:6]=[CH:5][C:4]=1[C:9]1[S:13][C:12]2[CH:14]=[C:15]([OH:18])[CH:16]=[CH:17][C:11]=2[C:10]=1[O:19][C:20]1[CH:25]=[CH:24][C:23](/[CH:26]=[CH:27]/[C:28]([OH:30])=[O:29])=[CH:22][CH:21]=1. (3) Given the reactants Cl.[NH2:2][CH:3]([CH2:7][NH2:8])[C:4]([OH:6])=[O:5].[C:9]1([C:15]([C:17]([C:19]2[CH:24]=[CH:23][CH:22]=[CH:21][CH:20]=2)=O)=O)[CH:14]=[CH:13][CH:12]=[CH:11][CH:10]=1.[OH-].[Na+], predict the reaction product. The product is: [C:9]1([C:15]2[N:8]=[CH:7][C:3]([C:4]([OH:6])=[O:5])=[N:2][C:17]=2[C:19]2[CH:20]=[CH:21][CH:22]=[CH:23][CH:24]=2)[CH:14]=[CH:13][CH:12]=[CH:11][CH:10]=1. (4) Given the reactants [C:1]([N:9]1[CH2:22][CH2:21][C:20]2[C:19]3[C:18](Br)=[CH:17][CH:16]=[CH:15][C:14]=3[NH:13][C:12]=2[CH2:11][CH2:10]1)(=[O:8])[C:2]1[CH:7]=[CH:6][CH:5]=[CH:4][CH:3]=1.C(=O)([O-])[O-].[K+].[K+].[C:30]1(B(O)O)[CH:35]=[CH:34][CH:33]=[CH:32][CH:31]=1.CCOC(C)=O.CCCCCCC, predict the reaction product. The product is: [C:1]([N:9]1[CH2:22][CH2:21][C:20]2[C:19]3[C:18]([C:30]4[CH:35]=[CH:34][CH:33]=[CH:32][CH:31]=4)=[CH:17][CH:16]=[CH:15][C:14]=3[NH:13][C:12]=2[CH2:11][CH2:10]1)(=[O:8])[C:2]1[CH:7]=[CH:6][CH:5]=[CH:4][CH:3]=1.